Predict the reaction yield, written as a fraction of the theoretical maximum amount of product (1.0 means a 100% yield; for example, 0.34 means a 34% yield). From a dataset of Reaction yield outcomes from USPTO patents with 853,638 reactions. (1) The reactants are [CH2:1]([NH:3][C:4](=[O:32])[C:5]1[CH:10]=[CH:9][C:8]([C:11]2[N:16]=[C:15]3[N:17]([CH2:20][C:21]4[CH:22]=[C:23]5[C:28](=[CH:29][CH:30]=4)[N:27]=[CH:26][CH:25]=[CH:24]5)[N:18]=[N:19][C:14]3=[CH:13][CH:12]=2)=[CH:7][C:6]=1[F:31])[CH3:2].CCOCC.[ClH:38]. The catalyst is C1COCC1. The product is [ClH:38].[CH2:1]([NH:3][C:4](=[O:32])[C:5]1[CH:10]=[CH:9][C:8]([C:11]2[N:16]=[C:15]3[N:17]([CH2:20][C:21]4[CH:22]=[C:23]5[C:28](=[CH:29][CH:30]=4)[N:27]=[CH:26][CH:25]=[CH:24]5)[N:18]=[N:19][C:14]3=[CH:13][CH:12]=2)=[CH:7][C:6]=1[F:31])[CH3:2]. The yield is 0.950. (2) The reactants are [NH2:1][N:2]1[CH2:7][CH2:6][C:5]([CH2:9][CH2:10][C:11]2[C:20]3[C:15](=[CH:16][CH:17]=[C:18]([O:21][CH3:22])[N:19]=3)[N:14]=[CH:13][CH:12]=2)([OH:8])[CH2:4][CH2:3]1.[O:23]=[C:24]1[CH2:29][S:28][C:27]2[CH:30]=[CH:31][C:32]([C:34](O)=[O:35])=[N:33][C:26]=2[NH:25]1.C(Cl)CCl.C1C=CC2N(O)N=NC=2C=1. The catalyst is C(Cl)Cl.CN(C=O)C. The product is [OH:8][C:5]1([CH2:9][CH2:10][C:11]2[C:20]3[C:15](=[CH:16][CH:17]=[C:18]([O:21][CH3:22])[N:19]=3)[N:14]=[CH:13][CH:12]=2)[CH2:6][CH2:7][N:2]([NH:1][C:34]([C:32]2[CH:31]=[CH:30][C:27]3[S:28][CH2:29][C:24](=[O:23])[NH:25][C:26]=3[N:33]=2)=[O:35])[CH2:3][CH2:4]1. The yield is 0.380. (3) The reactants are Cl[C:2]1[N:7]=[C:6]([N:8]2[CH2:13][CH2:12][O:11][CH2:10][C@@H:9]2[CH3:14])[N:5]=[C:4]([N:15]2[CH2:20][CH2:19][O:18][CH2:17][CH2:16]2)[N:3]=1.C(=O)([O-])[O-].[Na+].[Na+].[NH2:27][C:28]1[CH:33]=[CH:32][C:31](B2OC(C)(C)C(C)(C)O2)=[CH:30][CH:29]=1. The catalyst is COCCOC.C1(P(C2C=CC=CC=2)C2C=CC=CC=2)C=CC=CC=1.[Pd].[Pd].[Pd].[Pd]. The product is [CH3:14][C@H:9]1[CH2:10][O:11][CH2:12][CH2:13][N:8]1[C:6]1[N:5]=[C:4]([N:15]2[CH2:20][CH2:19][O:18][CH2:17][CH2:16]2)[N:3]=[C:2]([C:31]2[CH:32]=[CH:33][C:28]([NH2:27])=[CH:29][CH:30]=2)[N:7]=1. The yield is 0.710.